Dataset: Full USPTO retrosynthesis dataset with 1.9M reactions from patents (1976-2016). Task: Predict the reactants needed to synthesize the given product. (1) Given the product [CH2:1]([N:4]([C:6]1[NH:10][N:9]=[N:8][N:7]=1)[NH2:5])[C:2]#[CH:3], predict the reactants needed to synthesize it. The reactants are: [CH2:1]([N:4]([C:6]#[N:7])[NH2:5])[C:2]#[CH:3].[N-:8]=[N+:9]=[N-:10].[Na+].[Cl-].[NH4+]. (2) Given the product [C:36]1([N:11]2[N:10]=[C:18]3[CH:17]=[CH:16][CH:15]=[CH:14][C:13]3=[N:12]2)[CH:41]=[CH:40][CH:39]=[CH:38][CH:37]=1, predict the reactants needed to synthesize it. The reactants are: C1(C2C=CC=CC=2N[N:10]=[N:11][NH:12][C:13]2[CH:18]=[CH:17][CH:16]=[CH:15][CH:14]=2)C=CC=CC=1.C(O)(=O)C.C(O)(=O)C.C(O)(=O)C.I[C:36]1[CH:41]=[CH:40][CH:39]=[CH:38][CH:37]=1.ClCCl. (3) Given the product [C:1]([N:8]1[CH2:12][C@@H:11]([N:13]([CH:14]2[CH2:19][CH2:18][C:17]([CH3:21])([CH3:20])[CH2:16][CH2:15]2)[C:22](=[O:31])[C:23]([CH3:30])([CH3:29])[CH2:24][OH:25])[CH2:10][C@H:9]1[C:32]([OH:34])=[O:33])([O:3][C:4]([CH3:5])([CH3:6])[CH3:7])=[O:2], predict the reactants needed to synthesize it. The reactants are: [C:1]([N:8]1[CH2:12][C@@H:11]([N:13]([C:22](=[O:31])[C:23]([CH3:30])([CH3:29])[CH2:24][O:25]C(=O)C)[CH:14]2[CH2:19][CH2:18][C:17]([CH3:21])([CH3:20])[CH2:16][CH2:15]2)[CH2:10][C@H:9]1[C:32]([O:34]C)=[O:33])([O:3][C:4]([CH3:7])([CH3:6])[CH3:5])=[O:2].[OH-].[Na+]. (4) Given the product [CH:1]1([C:4]2[N:8]([C:9]([O:11][C:12]([CH3:15])([CH3:14])[CH3:13])=[O:10])[C:7]3[CH:16]=[C:17]([C:22]4[C:23]([CH3:28])=[N:24][O:25][C:26]=4[CH3:27])[CH:18]=[C:19]([CH:20]([OH:21])[CH:35]4[CH2:34][CH2:37][CH2:36][O:40]4)[C:6]=3[N:5]=2)[CH2:2][CH2:3]1, predict the reactants needed to synthesize it. The reactants are: [CH:1]1([C:4]2[N:8]([C:9]([O:11][C:12]([CH3:15])([CH3:14])[CH3:13])=[O:10])[C:7]3[CH:16]=[C:17]([C:22]4[C:23]([CH3:28])=[N:24][O:25][C:26]=4[CH3:27])[CH:18]=[C:19]([CH:20]=[O:21])[C:6]=3[N:5]=2)[CH2:3][CH2:2]1.C(B([CH2:34][CH3:35])CC)C.[C:36]([O:40]O)(C)(C)[CH3:37]. (5) Given the product [Cl:1][C:2]1[CH:3]=[CH:4][C:5]([O:18][CH2:19][C:20]2[CH:25]=[CH:24][C:23]([Cl:26])=[CH:22][C:21]=2[F:27])=[C:6]([CH2:8][C:9]2[N:14]=[C:13]([C:15]([NH:42][C:40]3[CH:41]=[CH:36][C:37]([CH2:32][OH:33])=[CH:38][CH:39]=3)=[O:16])[CH:12]=[CH:11][CH:10]=2)[CH:7]=1, predict the reactants needed to synthesize it. The reactants are: [Cl:1][C:2]1[CH:3]=[CH:4][C:5]([O:18][CH2:19][C:20]2[CH:25]=[CH:24][C:23]([Cl:26])=[CH:22][C:21]=2[F:27])=[C:6]([CH2:8][C:9]2[N:14]=[C:13]([C:15]([O-])=[O:16])[CH:12]=[CH:11][CH:10]=2)[CH:7]=1.[Na+].CN1CC[O:33][CH2:32]C1.[CH:36]1[CH:37]=[CH:38][C:39]2N(O)N=[N:42][C:40]=2[CH:41]=1.CCN=C=NCCCN(C)C. (6) Given the product [F:29][C:28]([F:31])([F:30])[C:25]1[CH:26]=[CH:27][C:22]([C:18]2[CH:17]=[C:16]3[C:21](=[CH:20][CH:19]=2)[N:13]([S:10]([C:7]2[S:6][C:5]([C:3]4[NH:4][C:32](=[O:38])[O:1][N:2]=4)=[CH:9][CH:8]=2)(=[O:11])=[O:12])[CH2:14][CH2:15]3)=[CH:23][CH:24]=1, predict the reactants needed to synthesize it. The reactants are: [OH:1][NH:2][C:3]([C:5]1[S:6][C:7]([S:10]([N:13]2[C:21]3[C:16](=[CH:17][C:18]([C:22]4[CH:27]=[CH:26][C:25]([C:28]([F:31])([F:30])[F:29])=[CH:24][CH:23]=4)=[CH:19][CH:20]=3)[CH2:15][CH2:14]2)(=[O:12])=[O:11])=[CH:8][CH:9]=1)=[NH:4].[C:32]1([O:38]C(Cl)=O)C=CC=CC=1.N12CCCN=C1CCCCC2.Cl.